From a dataset of Full USPTO retrosynthesis dataset with 1.9M reactions from patents (1976-2016). Predict the reactants needed to synthesize the given product. (1) Given the product [N:27]1([C:23](=[O:26])[CH:24]=[CH:25][C:2]2[CH:7]=[CH:6][C:5]([NH:8][CH2:9][C:10]3[CH:15]=[CH:14][C:13]([O:16][CH:17]4[CH2:22][CH2:21][CH2:20][CH2:19][O:18]4)=[CH:12][CH:11]=3)=[CH:4][CH:3]=2)[CH2:32][CH2:31][O:30][CH2:29][CH2:28]1, predict the reactants needed to synthesize it. The reactants are: I[C:2]1[CH:7]=[CH:6][C:5]([NH:8][CH2:9][C:10]2[CH:15]=[CH:14][C:13]([O:16][CH:17]3[CH2:22][CH2:21][CH2:20][CH2:19][O:18]3)=[CH:12][CH:11]=2)=[CH:4][CH:3]=1.[C:23]([N:27]1[CH2:32][CH2:31][O:30][CH2:29][CH2:28]1)(=[O:26])[CH:24]=[CH2:25].C(N(CC)CC)C.C1(P(C2C=CC=CC=2)C2C=CC=CC=2)C=CC=CC=1. (2) Given the product [F:27][CH2:15][C:14]1[N:10]([C:7]2[CH:8]=[CH:9][C:4]([N+:1]([O-:3])=[O:2])=[CH:5][CH:6]=2)[N:11]=[C:12]([C:17]([F:20])([F:19])[F:18])[CH:13]=1, predict the reactants needed to synthesize it. The reactants are: [N+:1]([C:4]1[CH:9]=[CH:8][C:7]([N:10]2[C:14]([CH2:15]O)=[CH:13][C:12]([C:17]([F:20])([F:19])[F:18])=[N:11]2)=[CH:6][CH:5]=1)([O-:3])=[O:2].C(N(S(F)(F)[F:27])CC)C. (3) The reactants are: C[O:2][C:3]1[C:4]([CH3:12])=[C:5]([CH:9]=[CH:10][CH:11]=1)[C:6]([OH:8])=[O:7].[OH-].[Na+]. Given the product [OH:2][C:3]1[C:4]([CH3:12])=[C:5]([CH:9]=[CH:10][CH:11]=1)[C:6]([OH:8])=[O:7], predict the reactants needed to synthesize it. (4) Given the product [F:20][C:21]([F:27])([F:26])[CH2:22][CH2:23][CH:24]([C:2]1[CH:12]=[CH:11][C:5]([C:6]([O:8][CH2:9][CH3:10])=[O:7])=[CH:4][CH:3]=1)[OH:25], predict the reactants needed to synthesize it. The reactants are: I[C:2]1[CH:12]=[CH:11][C:5]([C:6]([O:8][CH2:9][CH3:10])=[O:7])=[CH:4][CH:3]=1.[Cl-].[Li+].C([Mg]Cl)(C)C.[F:20][C:21]([F:27])([F:26])[CH2:22][CH2:23][CH:24]=[O:25]. (5) Given the product [F:34][C:28]1[CH:29]=[CH:30][C:31]([F:33])=[CH:32][C:27]=1[S:24]([NH:23][C:19]1[C:18]([F:35])=[C:17]([C:9]2[N:10]=[C:11]([C:13]([CH3:16])([CH3:15])[CH3:14])[S:12][C:8]=2[C:6]2[CH:5]=[CH:4][N:3]=[C:2]([NH:36][CH2:37][CH2:38][NH:39][C:40](=[O:46])[O:41][C:42]([CH3:44])([CH3:43])[CH3:45])[N:7]=2)[CH:22]=[CH:21][CH:20]=1)(=[O:26])=[O:25], predict the reactants needed to synthesize it. The reactants are: Cl[C:2]1[N:7]=[C:6]([C:8]2[S:12][C:11]([C:13]([CH3:16])([CH3:15])[CH3:14])=[N:10][C:9]=2[C:17]2[C:18]([F:35])=[C:19]([NH:23][S:24]([C:27]3[CH:32]=[C:31]([F:33])[CH:30]=[CH:29][C:28]=3[F:34])(=[O:26])=[O:25])[CH:20]=[CH:21][CH:22]=2)[CH:5]=[CH:4][N:3]=1.[NH2:36][CH2:37][CH2:38][NH:39][C:40](=[O:46])[O:41][C:42]([CH3:45])([CH3:44])[CH3:43]. (6) The reactants are: C1C=CC(CNC(CN2C3C(=CC=CC=3)C(C=O)=C2)=O)=CC=1.[CH3:23][CH:24]([N:26]=[C:27]=[N:28][CH:29]([CH3:31])[CH3:30])[CH3:25].[CH:32]1[CH:33]=[CH:34][C:35]2[N:40]([OH:41])[N:39]=[N:38][C:36]=2[CH:37]=1. Given the product [CH3:23][CH:24]([N:26]=[C:27]=[N:28][CH:29]([CH3:31])[CH3:30])[CH3:25].[CH:32]1[CH:33]=[CH:34][C:35]2[N:40]([OH:41])[N:39]=[N:38][C:36]=2[CH:37]=1, predict the reactants needed to synthesize it.